Task: Regression/Classification. Given a drug SMILES string, predict its absorption, distribution, metabolism, or excretion properties. Task type varies by dataset: regression for continuous measurements (e.g., permeability, clearance, half-life) or binary classification for categorical outcomes (e.g., BBB penetration, CYP inhibition). Dataset: cyp3a4_veith.. Dataset: CYP3A4 inhibition data for predicting drug metabolism from PubChem BioAssay The compound is COc1ccc(C(=O)N/N=C2/SCC(=O)N2Cc2ccc3c(c2)OCO3)cc1OC. The result is 1 (inhibitor).